This data is from Reaction yield outcomes from USPTO patents with 853,638 reactions. The task is: Predict the reaction yield, written as a fraction of the theoretical maximum amount of product (1.0 means a 100% yield; for example, 0.34 means a 34% yield). (1) The reactants are [NH:1]1[CH:5]=[CH:4][C:3]([CH2:6][C:7]#[N:8])=[N:2]1.[CH:9](=[C:16]([C:19]#[N:20])[C:17]#[N:18])[C:10]1[CH:15]=[CH:14][CH:13]=[CH:12][CH:11]=1.N1CCCCC1. The catalyst is CCO. The product is [NH2:20][C:19]1[N:2]2[N:1]=[CH:5][CH:4]=[C:3]2[C:6]([C:7]#[N:8])=[C:9]([C:10]2[CH:11]=[CH:12][CH:13]=[CH:14][CH:15]=2)[C:16]=1[C:17]#[N:18]. The yield is 0.140. (2) The reactants are Cl[C:2]1[C:7]([CH3:8])=[N:6][C:5]([CH3:9])=[CH:4][N:3]=1.[CH:10]1[C:19]2[C:14](=[CH:15][CH:16]=[CH:17][CH:18]=2)[CH:13]=[CH:12][C:11]=1[C:20]1[CH:25]=[CH:24][C:23](B(O)O)=[CH:22][CH:21]=1.C(=O)([O-])[O-].[Na+].[Na+]. The catalyst is C1C=CC(P(C2C=CC=CC=2)C2C=CC=CC=2)=CC=1.C1C=CC(P(C2C=CC=CC=2)C2C=CC=CC=2)=CC=1.Cl[Pd]Cl.O.C(#N)C. The product is [CH3:8][C:7]1[C:2]([C:23]2[CH:22]=[CH:21][C:20]([C:11]3[CH:12]=[CH:13][C:14]4[C:19](=[CH:18][CH:17]=[CH:16][CH:15]=4)[CH:10]=3)=[CH:25][CH:24]=2)=[N:3][CH:4]=[C:5]([CH3:9])[N:6]=1. The yield is 0.850.